Dataset: Peptide-MHC class I binding affinity with 185,985 pairs from IEDB/IMGT. Task: Regression. Given a peptide amino acid sequence and an MHC pseudo amino acid sequence, predict their binding affinity value. This is MHC class I binding data. The peptide sequence is SDYLELDTW. The MHC is Patr-B2401 with pseudo-sequence Patr-B2401. The binding affinity (normalized) is 0.